This data is from Merck oncology drug combination screen with 23,052 pairs across 39 cell lines. The task is: Regression. Given two drug SMILES strings and cell line genomic features, predict the synergy score measuring deviation from expected non-interaction effect. (1) Drug 1: CC1(c2nc3c(C(N)=O)cccc3[nH]2)CCCN1. Cell line: T47D. Drug 2: CCc1c2c(nc3ccc(O)cc13)-c1cc3c(c(=O)n1C2)COC(=O)C3(O)CC. Synergy scores: synergy=39.8. (2) Drug 1: Cn1nnc2c(C(N)=O)ncn2c1=O. Drug 2: CNC(=O)c1cc(Oc2ccc(NC(=O)Nc3ccc(Cl)c(C(F)(F)F)c3)cc2)ccn1. Cell line: NCIH23. Synergy scores: synergy=-0.345. (3) Drug 1: O=c1[nH]cc(F)c(=O)[nH]1. Drug 2: COC1=C2CC(C)CC(OC)C(O)C(C)C=C(C)C(OC(N)=O)C(OC)C=CC=C(C)C(=O)NC(=CC1=O)C2=O. Cell line: RKO. Synergy scores: synergy=5.25. (4) Drug 1: Cn1nnc2c(C(N)=O)ncn2c1=O. Drug 2: COC1CC2CCC(C)C(O)(O2)C(=O)C(=O)N2CCCCC2C(=O)OC(C(C)CC2CCC(OP(C)(C)=O)C(OC)C2)CC(=O)C(C)C=C(C)C(O)C(OC)C(=O)C(C)CC(C)C=CC=CC=C1C. Cell line: A2780. Synergy scores: synergy=38.2. (5) Drug 1: N.N.O=C(O)C1(C(=O)O)CCC1.[Pt]. Drug 2: Cn1nnc2c(C(N)=O)ncn2c1=O. Cell line: MSTO. Synergy scores: synergy=-24.5.